Dataset: NCI-60 drug combinations with 297,098 pairs across 59 cell lines. Task: Regression. Given two drug SMILES strings and cell line genomic features, predict the synergy score measuring deviation from expected non-interaction effect. (1) Drug 1: C1CN(CCN1C(=O)CCBr)C(=O)CCBr. Drug 2: C1C(C(OC1N2C=NC(=NC2=O)N)CO)O. Cell line: PC-3. Synergy scores: CSS=35.4, Synergy_ZIP=-11.5, Synergy_Bliss=-1.32, Synergy_Loewe=5.03, Synergy_HSA=4.14. (2) Drug 1: CN1C(=O)N2C=NC(=C2N=N1)C(=O)N. Drug 2: CCC1(C2=C(COC1=O)C(=O)N3CC4=CC5=C(C=CC(=C5CN(C)C)O)N=C4C3=C2)O.Cl. Cell line: SR. Synergy scores: CSS=82.0, Synergy_ZIP=0.283, Synergy_Bliss=1.10, Synergy_Loewe=1.34, Synergy_HSA=4.73. (3) Drug 1: CC1CCC2CC(C(=CC=CC=CC(CC(C(=O)C(C(C(=CC(C(=O)CC(OC(=O)C3CCCCN3C(=O)C(=O)C1(O2)O)C(C)CC4CCC(C(C4)OC)OCCO)C)C)O)OC)C)C)C)OC. Drug 2: N.N.Cl[Pt+2]Cl. Cell line: OVCAR-8. Synergy scores: CSS=34.4, Synergy_ZIP=-7.26, Synergy_Bliss=2.49, Synergy_Loewe=2.14, Synergy_HSA=3.44. (4) Drug 1: C1=CC(=CC=C1CCCC(=O)O)N(CCCl)CCCl. Drug 2: CC12CCC3C(C1CCC2OP(=O)(O)O)CCC4=C3C=CC(=C4)OC(=O)N(CCCl)CCCl.[Na+]. Cell line: RPMI-8226. Synergy scores: CSS=37.1, Synergy_ZIP=-9.56, Synergy_Bliss=-16.5, Synergy_Loewe=-31.5, Synergy_HSA=-15.3. (5) Drug 1: CC(C1=C(C=CC(=C1Cl)F)Cl)OC2=C(N=CC(=C2)C3=CN(N=C3)C4CCNCC4)N. Drug 2: CC1=C(C=C(C=C1)C(=O)NC2=CC(=CC(=C2)C(F)(F)F)N3C=C(N=C3)C)NC4=NC=CC(=N4)C5=CN=CC=C5. Cell line: K-562. Synergy scores: CSS=91.1, Synergy_ZIP=9.42, Synergy_Bliss=8.65, Synergy_Loewe=4.84, Synergy_HSA=9.97. (6) Drug 1: CN(C)C1=NC(=NC(=N1)N(C)C)N(C)C. Drug 2: C1=CC=C(C=C1)NC(=O)CCCCCCC(=O)NO. Cell line: EKVX. Synergy scores: CSS=-0.737, Synergy_ZIP=0.910, Synergy_Bliss=-1.74, Synergy_Loewe=-5.90, Synergy_HSA=-3.98. (7) Drug 1: C1=NC2=C(N=C(N=C2N1C3C(C(C(O3)CO)O)O)F)N. Drug 2: C1=CC=C(C=C1)NC(=O)CCCCCCC(=O)NO. Cell line: HS 578T. Synergy scores: CSS=-3.53, Synergy_ZIP=-2.17, Synergy_Bliss=1.86, Synergy_Loewe=-6.26, Synergy_HSA=-2.40. (8) Drug 1: C1CCC(C(C1)N)N.C(=O)(C(=O)[O-])[O-].[Pt+4]. Drug 2: C1C(C(OC1N2C=NC3=C2NC=NCC3O)CO)O. Cell line: HOP-92. Synergy scores: CSS=23.8, Synergy_ZIP=-4.24, Synergy_Bliss=-8.09, Synergy_Loewe=-9.51, Synergy_HSA=-6.47.